From a dataset of Peptide-MHC class I binding affinity with 185,985 pairs from IEDB/IMGT. Regression. Given a peptide amino acid sequence and an MHC pseudo amino acid sequence, predict their binding affinity value. This is MHC class I binding data. (1) The peptide sequence is VVDKYFDCY. The MHC is HLA-A30:02 with pseudo-sequence HLA-A30:02. The binding affinity (normalized) is 0.441. (2) The peptide sequence is LAAGVGIYLL. The MHC is Patr-B0101 with pseudo-sequence Patr-B0101. The binding affinity (normalized) is 0.235. (3) The peptide sequence is WASGVPAAT. The MHC is HLA-A02:16 with pseudo-sequence HLA-A02:16. The binding affinity (normalized) is 0.0847. (4) The peptide sequence is EMADYIFFV. The MHC is HLA-B18:01 with pseudo-sequence HLA-B18:01. The binding affinity (normalized) is 0.0847. (5) The peptide sequence is AAQLQAVPG. The MHC is HLA-A02:06 with pseudo-sequence HLA-A02:06. The binding affinity (normalized) is 0.0378. (6) The peptide sequence is EIINNGISY. The MHC is HLA-B40:01 with pseudo-sequence HLA-B40:01. The binding affinity (normalized) is 0.0847. (7) The MHC is Mamu-A11 with pseudo-sequence Mamu-A11. The binding affinity (normalized) is 0.358. The peptide sequence is AEVLWVTVY. (8) The peptide sequence is MWNKQFIKPV. The MHC is H-2-Db with pseudo-sequence H-2-Db. The binding affinity (normalized) is 0.147.